Dataset: Full USPTO retrosynthesis dataset with 1.9M reactions from patents (1976-2016). Task: Predict the reactants needed to synthesize the given product. Given the product [CH2:9]([C:7]1[CH:6]([OH:8])[O:5][C:4](=[O:14])[CH:3]=1)[CH3:10], predict the reactants needed to synthesize it. The reactants are: Cl.N1[CH2:7][CH2:6][O:5][CH2:4][CH2:3]1.[OH2:8].[C:9](O)(=O)[CH:10]=O.[OH2:14].